This data is from Forward reaction prediction with 1.9M reactions from USPTO patents (1976-2016). The task is: Predict the product of the given reaction. Given the reactants [C:1]([O:5][C:6](=[O:28])[C:7]1[CH:12]=[CH:11][C:10]([CH2:13][N:14]2[C:23](=[O:24])[C:22]3[C:17](=[CH:18][CH:19]=[C:20](I)[CH:21]=3)[N:16]([CH3:26])[C:15]2=[O:27])=[CH:9][CH:8]=1)([CH3:4])([CH3:3])[CH3:2].C(N(C(C)C)CC)(C)C.[CH2:38]([C:41]1[CH:46]=[CH:45][C:44]([C:47]2[CH:52]=[CH:51][CH:50]=[CH:49][CH:48]=2)=[CH:43][CH:42]=1)[C:39]#[CH:40].O, predict the reaction product. The product is: [C:44]1([C:47]2[CH:48]=[CH:49][CH:50]=[CH:51][CH:52]=2)[CH:43]=[CH:42][C:41]([CH2:38][C:39]#[C:40][C:20]2[CH:21]=[C:22]3[C:17](=[CH:18][CH:19]=2)[N:16]([CH3:26])[C:15](=[O:27])[N:14]([CH2:13][C:10]2[CH:11]=[CH:12][C:7]([C:6]([O:5][C:1]([CH3:4])([CH3:3])[CH3:2])=[O:28])=[CH:8][CH:9]=2)[C:23]3=[O:24])=[CH:46][CH:45]=1.